This data is from Forward reaction prediction with 1.9M reactions from USPTO patents (1976-2016). The task is: Predict the product of the given reaction. Given the reactants [C:1]1([C:7]2[C:8]([N:25]3[CH2:30][CH2:29][N:28]([C:31]([O:33][C:34]([CH3:37])([CH3:36])[CH3:35])=[O:32])[CH2:27][CH2:26]3)=[C:9]3[CH:15]=[CH:14][N:13](S(C4C=CC=CC=4)(=O)=O)[C:10]3=[N:11][CH:12]=2)[CH:6]=[CH:5][CH:4]=[CH:3][CH:2]=1.C1COCC1.CO.[Li+].[OH-], predict the reaction product. The product is: [C:1]1([C:7]2[C:8]([N:25]3[CH2:26][CH2:27][N:28]([C:31]([O:33][C:34]([CH3:37])([CH3:36])[CH3:35])=[O:32])[CH2:29][CH2:30]3)=[C:9]3[CH:15]=[CH:14][NH:13][C:10]3=[N:11][CH:12]=2)[CH:2]=[CH:3][CH:4]=[CH:5][CH:6]=1.